Predict the product of the given reaction. From a dataset of Forward reaction prediction with 1.9M reactions from USPTO patents (1976-2016). (1) Given the reactants [NH2:1][C:2]1[C:10]2[N:9]=[CH:8][N:7]([C:11]3[CH:18]=[CH:17][C:14]([C:15]#[N:16])=[CH:13][CH:12]=3)[C:6]=2[CH:5]=[CH:4][CH:3]=1.C(O[BH-](OC(=O)C)OC(=O)C)(=O)C.[Na+].[CH:33](=O)[CH:34]([CH3:36])[CH3:35].C(O)(=O)C, predict the reaction product. The product is: [CH3:33][CH:34]([CH3:36])[CH2:35][NH:1][C:2]1[C:10]2[N:9]=[CH:8][N:7]([C:11]3[CH:18]=[CH:17][C:14]([C:15]#[N:16])=[CH:13][CH:12]=3)[C:6]=2[CH:5]=[CH:4][CH:3]=1. (2) Given the reactants [NH2:1][CH2:2][CH2:3][CH2:4][CH2:5][CH2:6][CH2:7][CH2:8][N:9]1[CH2:14][CH2:13][CH:12]([C:15]2[C:23]3[C:18](=[CH:19][CH:20]=[C:21]([OH:24])[CH:22]=3)[NH:17][CH:16]=2)[CH2:11][CH2:10]1.[ClH:25], predict the reaction product. The product is: [ClH:25].[ClH:25].[NH2:1][CH2:2][CH2:3][CH2:4][CH2:5][CH2:6][CH2:7][CH2:8][N:9]1[CH2:14][CH2:13][CH:12]([C:15]2[C:23]3[C:18](=[CH:19][CH:20]=[C:21]([OH:24])[CH:22]=3)[NH:17][CH:16]=2)[CH2:11][CH2:10]1. (3) Given the reactants [Si]([O:8][CH2:9][CH:10]1[O:14][N:13]=[C:12]([C:15]2[CH:20]=[CH:19][C:18]([C:21]3[CH:26]=[CH:25][C:24]([N:27]4[CH2:31][C@H:30]([CH2:32][NH:33][C:34](=[O:36])[CH3:35])[O:29][C:28]4=[O:37])=[CH:23][C:22]=3[F:38])=[C:17](F)[CH:16]=2)[CH2:11]1)(C(C)(C)C)(C)C.[F-:40].C([N+](CCCC)(CCCC)CCCC)CCC.O1CCCC1.O, predict the reaction product. The product is: [F:40][C:22]1([F:38])[CH2:23][C:24]([N:27]2[CH2:31][C@H:30]([CH2:32][NH:33][C:34](=[O:36])[CH3:35])[O:29][C:28]2=[O:37])=[CH:25][CH:26]=[C:21]1[C:18]1[CH:17]=[CH:16][C:15]([C:12]2[CH2:11][CH:10]([CH2:9][OH:8])[O:14][N:13]=2)=[CH:20][CH:19]=1. (4) Given the reactants [CH3:1][O:2][C:3]1[CH:8]=[C:7](B2OC(C)(C)C(C)(C)O2)[CH:6]=[CH:5][C:4]=1[NH:18][C:19](=[O:26])[O:20][C@H:21]([CH2:23][CH2:24][CH3:25])[CH3:22].Br[C:28]1[N:29]=[C:30]([C@H:38]2[CH2:43][CH2:42][C@H:41]([CH2:44][NH:45][C:46](=[O:48])[CH3:47])[CH2:40][CH2:39]2)[N:31]2[CH:36]=[CH:35][N:34]=[C:33]([CH3:37])[C:32]=12, predict the reaction product. The product is: [C:46]([NH:45][CH2:44][C@H:41]1[CH2:40][CH2:39][C@H:38]([C:30]2[N:31]3[CH:36]=[CH:35][N:34]=[C:33]([CH3:37])[C:32]3=[C:28]([C:7]3[CH:6]=[CH:5][C:4]([NH:18][C:19](=[O:26])[O:20][C@H:21]([CH2:23][CH2:24][CH3:25])[CH3:22])=[C:3]([O:2][CH3:1])[CH:8]=3)[N:29]=2)[CH2:43][CH2:42]1)(=[O:48])[CH3:47].